The task is: Predict which catalyst facilitates the given reaction.. This data is from Catalyst prediction with 721,799 reactions and 888 catalyst types from USPTO. (1) Reactant: [C:1]([C:3]1[CH:4]=[C:5]([NH:9][C:10](=[O:14])[CH2:11][CH2:12][CH3:13])[CH:6]=[CH:7][CH:8]=1)#[N:2].[H][H]. Product: [NH2:2][CH2:1][C:3]1[CH:4]=[C:5]([NH:9][C:10](=[O:14])[CH2:11][CH2:12][CH3:13])[CH:6]=[CH:7][CH:8]=1. The catalyst class is: 750. (2) Reactant: [Cl:1][C:2]1[C:7]([C:8](=O)[CH3:9])=[CH:6][CH:5]=[CH:4][N:3]=1.[Cl:11][C:12]1[CH:17]=[CH:16][N:15]=[C:14]([NH2:18])[CH:13]=1.C([O-])(O)=O.[Na+].C(O)C. The catalyst class is: 20. Product: [Cl:1][C:2]1[C:7]([C:8]2[N:18]=[C:14]3[CH:13]=[C:12]([Cl:11])[CH:17]=[CH:16][N:15]3[CH:9]=2)=[CH:6][CH:5]=[CH:4][N:3]=1. (3) Reactant: [F:1][CH:2]([F:21])[C:3]([C:5]1[CH:10]=[CH:9][C:8](B2OC(C)(C)C(C)(C)O2)=[CH:7][C:6]=1[F:20])=[O:4].Br[C:23]1[CH:28]=[CH:27][C:26]([F:29])=[CH:25][N:24]=1.C([O-])([O-])=O.[Na+].[Na+]. Product: [F:21][CH:2]([F:1])[C:3]([C:5]1[CH:10]=[CH:9][C:8]([C:23]2[CH:28]=[CH:27][C:26]([F:29])=[CH:25][N:24]=2)=[CH:7][C:6]=1[F:20])=[O:4]. The catalyst class is: 710. (4) Reactant: [O:1]=[S:2]1(=[O:31])[CH2:7][CH:6]=[C:5]([C:8]2[CH:13]=[CH:12][C:11]([N:14]3[CH2:18][C@H:17]([CH2:19][N:20]4[CH:24]=[C:23]([CH:25]=[C:26](Br)Br)[N:22]=[N:21]4)[O:16][C:15]3=[O:29])=[CH:10][C:9]=2[F:30])[CH2:4][CH2:3]1.[CH2:32]([NH:34][CH3:35])[CH3:33].[OH2:36]. Product: [O:1]=[S:2]1(=[O:31])[CH2:7][CH:6]=[C:5]([C:8]2[CH:13]=[CH:12][C:11]([N:14]3[CH2:18][C@H:17]([CH2:19][N:20]4[CH:24]=[C:23]([CH2:25][C:26]([N:34]([CH2:32][CH3:33])[CH3:35])=[O:36])[N:22]=[N:21]4)[O:16][C:15]3=[O:29])=[CH:10][C:9]=2[F:30])[CH2:4][CH2:3]1. The catalyst class is: 3. (5) Reactant: [CH3:1][C:2]1[C:6]([C:7]2[C:12]([CH3:13])=[C:11]([N:14]3[CH2:22][C:21]4[CH:20]=[N:19][CH:18]=[N:17][C:16]=4[CH2:15]3)[N:10]=[C:9]([C:23]3[CH:24]=[C:25]([OH:33])[CH:26]=[CH:27][C:28]=3[C:29]([F:32])([F:31])[F:30])[N:8]=2)=[C:5]([CH3:34])[O:4][N:3]=1.S(C1C=CC([N+]([O-])=O)=CC=1)(O[CH2:39][C@@H:40]1[O:42][CH2:41]1)(=O)=O.C([O-])([O-])=O.[Cs+].[Cs+]. Product: [CH3:1][C:2]1[C:6]([C:7]2[C:12]([CH3:13])=[C:11]([N:14]3[CH2:22][C:21]4[CH:20]=[N:19][CH:18]=[N:17][C:16]=4[CH2:15]3)[N:10]=[C:9]([C:23]3[CH:24]=[C:25]([O:33][CH2:39][C@H:40]4[CH2:41][O:42]4)[CH:26]=[CH:27][C:28]=3[C:29]([F:31])([F:32])[F:30])[N:8]=2)=[C:5]([CH3:34])[O:4][N:3]=1. The catalyst class is: 49. (6) Reactant: [F:1][C:2]1[CH:3]=[C:4]([C:12]2[O:16][N:15]=[C:14]([CH2:17][OH:18])[CH:13]=2)[CH:5]=[CH:6][C:7]=1[C:8]([F:11])([F:10])[F:9].[Cl:19]N1C(=O)CCC1=O.S(=O)(=O)(O)O.[C:32]([OH:35])(=O)[CH3:33]. Product: [C:32]([O:18][CH2:17][C:14]1[C:13]([Cl:19])=[C:12]([C:4]2[CH:5]=[CH:6][C:7]([C:8]([F:9])([F:11])[F:10])=[C:2]([F:1])[CH:3]=2)[O:16][N:15]=1)(=[O:35])[CH3:33]. The catalyst class is: 6. (7) Reactant: [C:1]1([C:7]2([C:13]#[N:14])[CH2:12][CH2:11][NH:10][CH2:9][CH2:8]2)[CH:6]=[CH:5][CH:4]=[CH:3][CH:2]=1.C=O.[C:17](O)(=O)C.C(O[BH-](OC(=O)C)OC(=O)C)(=O)C.[Na+]. Product: [CH3:17][N:10]1[CH2:9][CH2:8][C:7]([C:1]2[CH:2]=[CH:3][CH:4]=[CH:5][CH:6]=2)([C:13]#[N:14])[CH2:12][CH2:11]1. The catalyst class is: 489. (8) Reactant: [O:1]1[CH2:3][C@@H:2]1[CH2:4][N:5]1[C:13](=[O:14])[C:12]2[C:7](=[CH:8][CH:9]=[CH:10][CH:11]=2)[C:6]1=[O:15].[N:16]([C:19]1[CH:24]=[CH:23][C:22]([N:25]2[CH2:30][CH2:29][O:28][CH2:27][C:26]2=[O:31])=[CH:21][CH:20]=1)=[C:17]=[O:18].[Br-].[Li+]. Product: [O:18]=[C:17]1[N:16]([C:19]2[CH:24]=[CH:23][C:22]([N:25]3[CH2:30][CH2:29][O:28][CH2:27][C:26]3=[O:31])=[CH:21][CH:20]=2)[CH2:3][C@H:2]([CH2:4][N:5]2[C:13](=[O:14])[C:12]3[C:7](=[CH:8][CH:9]=[CH:10][CH:11]=3)[C:6]2=[O:15])[O:1]1. The catalyst class is: 13. (9) Reactant: [C:1]([C:5]1[CH:9]=[C:8]([NH2:10])[N:7]([CH2:11][C@H:12]2[CH2:16][CH2:15][CH2:14][O:13]2)[N:6]=1)([CH3:4])([CH3:3])[CH3:2].C(N(CC)CC)C.[F:24][C:25]1[CH:33]=[CH:32][C:31]([C:34]([F:37])([F:36])[F:35])=[CH:30][C:26]=1[C:27](Cl)=[O:28]. Product: [C:1]([C:5]1[CH:9]=[C:8]([NH:10][C:27](=[O:28])[C:26]2[CH:30]=[C:31]([C:34]([F:35])([F:36])[F:37])[CH:32]=[CH:33][C:25]=2[F:24])[N:7]([CH2:11][C@H:12]2[CH2:16][CH2:15][CH2:14][O:13]2)[N:6]=1)([CH3:4])([CH3:2])[CH3:3]. The catalyst class is: 1.